This data is from Peptide-MHC class I binding affinity with 185,985 pairs from IEDB/IMGT. The task is: Regression. Given a peptide amino acid sequence and an MHC pseudo amino acid sequence, predict their binding affinity value. This is MHC class I binding data. (1) The peptide sequence is VIGLTTHCTK. The MHC is HLA-A33:01 with pseudo-sequence HLA-A33:01. The binding affinity (normalized) is 0.0321. (2) The peptide sequence is AQRWANQIR. The MHC is BoLA-D18.4 with pseudo-sequence BoLA-D18.4. The binding affinity (normalized) is 0.446. (3) The binding affinity (normalized) is 0.290. The MHC is HLA-A80:01 with pseudo-sequence HLA-A80:01. The peptide sequence is HSNLNDATY. (4) The peptide sequence is AIFQSSMTK. The MHC is HLA-B18:01 with pseudo-sequence HLA-B18:01. The binding affinity (normalized) is 0. (5) The peptide sequence is EELKSLFNTI. The MHC is HLA-A02:03 with pseudo-sequence HLA-A02:03. The binding affinity (normalized) is 0.322.